This data is from Forward reaction prediction with 1.9M reactions from USPTO patents (1976-2016). The task is: Predict the product of the given reaction. Given the reactants [NH2:1][C:2]1[CH:3]=[C:4]([C:8]2[N:13]3[N:14]=[CH:15][C:16]([C:17]([C:19]4[S:20][CH:21]=[CH:22][CH:23]=4)=[O:18])=[C:12]3[N:11]=[CH:10][CH:9]=2)[CH:5]=[CH:6][CH:7]=1.[CH3:24][C:25](=[CH2:29])[CH2:26][CH:27]=O, predict the reaction product. The product is: [CH3:24][C:25]([CH3:29])=[CH:26][CH2:27][NH:1][C:2]1[CH:3]=[C:4]([C:8]2[N:13]3[N:14]=[CH:15][C:16]([C:17]([C:19]4[S:20][CH:21]=[CH:22][CH:23]=4)=[O:18])=[C:12]3[N:11]=[CH:10][CH:9]=2)[CH:5]=[CH:6][CH:7]=1.